From a dataset of Reaction yield outcomes from USPTO patents with 853,638 reactions. Predict the reaction yield, written as a fraction of the theoretical maximum amount of product (1.0 means a 100% yield; for example, 0.34 means a 34% yield). (1) The product is [F:26][C:23]1[CH:24]=[CH:25][C:20]([CH2:19][N:16]2[C:8]3[C:7](=[C:6]4[CH:5]=[CH:15][O:14][C:12](=[O:13])[C:11]4=[N:10][CH:9]=3)[CH:18]=[CH:17]2)=[CH:21][CH:22]=1. The yield is 0.140. The catalyst is CO.Cl. The reactants are C(OC=[CH:5][C:6]1[C:11]([C:12]([O:14][CH3:15])=[O:13])=[N:10][CH:9]=[C:8]2[N:16]([CH2:19][C:20]3[CH:25]=[CH:24][C:23]([F:26])=[CH:22][CH:21]=3)[CH:17]=[CH:18][C:7]=12)C. (2) The product is [CH3:40][C:3]1([O:2][CH3:1])[C:8]([NH:9][C:10]([NH:12][C:13]2[CH:18]=[CH:17][CH:16]=[CH:15][C:14]=2[CH3:19])=[O:11])=[CH:7][CH:6]=[C:24]([N:25]([CH2:26][CH2:27][N:28]2[CH2:29][CH2:30][CH:31]([CH2:34][C:35]([O:37][CH2:38][CH3:39])=[O:36])[CH2:32][CH2:33]2)[C:63](=[O:64])[CH3:62])[CH2:4]1. The catalyst is CN(C=O)C.CN(C1C=CN=CC=1)C. The reactants are [CH3:1][O:2][C:3]1[CH:4]=C(CC(O)=O)[CH:6]=[CH:7][C:8]=1[NH:9][C:10]([NH:12][C:13]1[CH:18]=[CH:17][CH:16]=[CH:15][C:14]=1[CH3:19])=[O:11].[CH3:24][NH:25][CH2:26][CH2:27][N:28]1[CH2:33][CH2:32][CH:31]([CH2:34][C:35]([O:37][CH2:38][CH3:39])=[O:36])[CH2:30][CH2:29]1.[CH3:40]CN=C=NCCCN(C)C.Cl.C1C=CC2N(O)N=NC=2C=1.[CH3:62][CH2:63][O:64]C(C)=O. The yield is 0.760. (3) The catalyst is C(O)C. The yield is 0.870. The reactants are C(=O)([O-])[O-].[Na+].[Na+].[CH3:7][O:8][C:9](=[O:16])[CH2:10][CH2:11][CH2:12][CH2:13][C:14]#[N:15].Cl.[NH2:18][OH:19]. The product is [OH:19][NH:18][C:14]([CH2:13][CH2:12][CH2:11][CH2:10][C:9]([O:8][CH3:7])=[O:16])=[NH:15]. (4) The reactants are [CH3:1][O:2][C:3]1[CH:4]=[C:5]2[C:9](=[CH:10][CH:11]=1)[C@H:8]([C@H:12]([CH3:16])[C:13]([OH:15])=[O:14])[CH2:7][CH2:6]2.[C:17](=O)(O)[O-].[Na+].IC.O. The catalyst is CN(C=O)C. The product is [CH3:1][O:2][C:3]1[CH:4]=[C:5]2[C:9](=[CH:10][CH:11]=1)[C@H:8]([C@H:12]([CH3:16])[C:13]([O:15][CH3:17])=[O:14])[CH2:7][CH2:6]2. The yield is 0.840. (5) The reactants are [F:1][CH2:2][C:3]([C:5]1[CH:10]=[CH:9][CH:8]=[CH:7][C:6]=1[F:11])=O.[C:12]([S@:16]([NH2:18])=[O:17])([CH3:15])([CH3:14])[CH3:13]. No catalyst specified. The product is [F:1][CH2:2]/[C:3](=[N:18]/[S@@:16]([C:12]([CH3:15])([CH3:14])[CH3:13])=[O:17])/[C:5]1[CH:10]=[CH:9][CH:8]=[CH:7][C:6]=1[F:11]. The yield is 0.620. (6) The reactants are [Br:1][C:2]1[NH:10][C:9]2[C:8](=[O:11])[NH:7][C:6](=[O:12])[N:5]([CH3:13])[C:4]=2[N:3]=1.Br[CH2:15][C:16]1[C:17]([C:22]#[N:23])=[CH:18][CH:19]=[CH:20][CH:21]=1. No catalyst specified. The product is [Br:1][C:2]1[N:10]([CH2:15][C:16]2[CH:21]=[CH:20][CH:19]=[CH:18][C:17]=2[C:22]#[N:23])[C:9]2[C:8](=[O:11])[NH:7][C:6](=[O:12])[N:5]([CH3:13])[C:4]=2[N:3]=1. The yield is 0.910. (7) The reactants are I([O-])(=O)(=O)=[O:2].[Na+].[C:7]([C:11]1[CH:16]=[CH:15][C:14]([S:17][CH3:18])=[C:13]([N+:19]([O-:21])=[O:20])[CH:12]=1)([CH3:10])([CH3:9])[CH3:8]. The catalyst is O.CO.C1COCC1. The product is [C:7]([C:11]1[CH:16]=[CH:15][C:14]([S:17]([CH3:18])=[O:2])=[C:13]([N+:19]([O-:21])=[O:20])[CH:12]=1)([CH3:10])([CH3:8])[CH3:9]. The yield is 0.910. (8) The product is [CH3:38][N:4]([CH3:3])[C:5]1[CH:10]=[CH:9][C:8]([C:11]2[CH:12]=[CH:13][C:14]([C@@:17]3([O:35][CH3:39])[CH2:21][N:20]([C:22]([O:24][CH2:25][CH2:26][Si:27]([CH3:29])([CH3:30])[CH3:28])=[O:23])[C@H:19]([C:31]([O:33][CH3:34])=[O:32])[CH2:18]3)=[CH:15][CH:16]=2)=[C:7]([CH:36]=[CH2:37])[CH:6]=1. The catalyst is CN(C=O)C. The yield is 0.680. The reactants are [H-].[Na+].[CH3:3][N:4]([CH3:38])[C:5]1[CH:10]=[CH:9][C:8]([C:11]2[CH:16]=[CH:15][C:14]([C@@:17]3([OH:35])[CH2:21][N:20]([C:22]([O:24][CH2:25][CH2:26][Si:27]([CH3:30])([CH3:29])[CH3:28])=[O:23])[C@H:19]([C:31]([O:33][CH3:34])=[O:32])[CH2:18]3)=[CH:13][CH:12]=2)=[C:7]([CH:36]=[CH2:37])[CH:6]=1.[CH3:39]I.